Dataset: Forward reaction prediction with 1.9M reactions from USPTO patents (1976-2016). Task: Predict the product of the given reaction. (1) Given the reactants [F:1][CH:2]([F:13])[O:3][C:4]1[CH:12]=[CH:11][CH:10]=[CH:9][C:5]=1[C:6]([OH:8])=[O:7].S(=O)(=O)(O)O.[CH3:19]O, predict the reaction product. The product is: [CH3:19][O:7][C:6](=[O:8])[C:5]1[CH:9]=[CH:10][CH:11]=[CH:12][C:4]=1[O:3][CH:2]([F:13])[F:1]. (2) Given the reactants [H-].[H-].[H-].[H-].[Li+].[Al+3].[CH2:7]([C:9]1[CH:14]=[CH:13][CH:12]=[C:11]([CH2:15][CH3:16])[C:10]=1[C:17]1[N:22]=[C:21]([N:23]2[CH2:28][CH2:27][C:26]([O:31][Si](C)(C)C)([C:29]#[N:30])[CH2:25][CH2:24]2)[C:20]([CH2:36][N:37]([CH3:48])[CH:38]2[C:47]3[C:42](=[CH:43][CH:44]=[CH:45][CH:46]=3)[CH2:41][CH2:40][CH2:39]2)=[C:19]([CH3:49])[N:18]=1)[CH3:8].O.[O-]S([O-])(=O)=O.[Mg+2], predict the reaction product. The product is: [NH2:30][CH2:29][C:26]1([OH:31])[CH2:27][CH2:28][N:23]([C:21]2[C:20]([CH2:36][N:37]([CH3:48])[C@@H:38]3[C:47]4[C:42](=[CH:43][CH:44]=[CH:45][CH:46]=4)[CH2:41][CH2:40][CH2:39]3)=[C:19]([CH3:49])[N:18]=[C:17]([C:10]3[C:9]([CH2:7][CH3:8])=[CH:14][CH:13]=[CH:12][C:11]=3[CH2:15][CH3:16])[N:22]=2)[CH2:24][CH2:25]1. (3) Given the reactants [I:1][C:2]1[NH:6][C:5]([C@@H:7]([NH:17]C(=O)OCC2C=CC=CC=2)[CH2:8][CH2:9][CH2:10][CH2:11][CH2:12][C:13]([NH:15][CH3:16])=[O:14])=[N:4][CH:3]=1.Br, predict the reaction product. The product is: [NH2:17][C@H:7]([C:5]1[NH:6][C:2]([I:1])=[CH:3][N:4]=1)[CH2:8][CH2:9][CH2:10][CH2:11][CH2:12][C:13]([NH:15][CH3:16])=[O:14]. (4) Given the reactants [CH2:1]([C:5]1[C:13]2[C:8](=[CH:9][CH:10]=[C:11]([C:14]([O:16][CH2:17][CH3:18])=[O:15])[CH:12]=2)[NH:7][CH:6]=1)[CH2:2][CH2:3][CH3:4].[CH3:19]C(C)([O-])C.[K+].IC.O, predict the reaction product. The product is: [CH2:1]([C:5]1[C:13]2[C:8](=[CH:9][CH:10]=[C:11]([C:14]([O:16][CH2:17][CH3:18])=[O:15])[CH:12]=2)[N:7]([CH3:19])[CH:6]=1)[CH2:2][CH2:3][CH3:4]. (5) Given the reactants [OH:1][C:2]1[CH:13]=[CH:12][C:5]([CH:6]=[CH:7][C:8]([CH2:10]I)=[O:9])=[CH:4][CH:3]=1.[Na].[K].[OH:16][C:17]1[CH:27]=[CH:26][C:20]([CH:21]=[CH:22][C:23]([OH:25])=[O:24])=[CH:19][CH:18]=1, predict the reaction product. The product is: [OH:16][C:17]1[CH:18]=[CH:19][C:20]([CH:21]=[CH:22][C:23]([O:25][CH2:10][C:8](=[O:9])[CH:7]=[CH:6][C:5]2[CH:12]=[CH:13][C:2]([OH:1])=[CH:3][CH:4]=2)=[O:24])=[CH:26][CH:27]=1.